This data is from Catalyst prediction with 721,799 reactions and 888 catalyst types from USPTO. The task is: Predict which catalyst facilitates the given reaction. Product: [C:18]([O:17][C:16]([N:15]([C:3]1[N:4]=[C:5]2[CH:10]=[CH:9][C:8]([C:11]([F:12])([F:14])[F:13])=[CH:7][N:6]2[C:2]=1[Cl:1])[S:31]([C:25]1[CH:30]=[CH:29][CH:28]=[CH:27][CH:26]=1)(=[O:33])=[O:32])=[O:22])([CH3:19])([CH3:21])[CH3:20]. The catalyst class is: 3. Reactant: [Cl:1][C:2]1[N:6]2[CH:7]=[C:8]([C:11]([F:14])([F:13])[F:12])[CH:9]=[CH:10][C:5]2=[N:4][C:3]=1[NH:15][C:16](=[O:22])[O:17][C:18]([CH3:21])([CH3:20])[CH3:19].[H-].[Na+].[C:25]1([S:31](Cl)(=[O:33])=[O:32])[CH:30]=[CH:29][CH:28]=[CH:27][CH:26]=1.